This data is from Full USPTO retrosynthesis dataset with 1.9M reactions from patents (1976-2016). The task is: Predict the reactants needed to synthesize the given product. (1) Given the product [CH2:34]([O:41][C:42](=[O:72])[C@@H:43]([N:53]1[C:54](=[O:55])[C:56]2([CH2:60][CH2:59][CH:58]([CH3:61])[N:57]2[C:62]([O:64][C:65]([CH3:68])([CH3:66])[CH3:67])=[O:63])[CH:69]1[CH3:70])[CH2:44][O:45][CH2:46][C:47]1[CH:52]=[CH:51][CH:50]=[CH:49][CH:48]=1)[C:35]1[CH:36]=[CH:37][CH:38]=[CH:39][CH:40]=1, predict the reactants needed to synthesize it. The reactants are: C1(P(C2C=CC=CC=2)C2C=CC=CC=2)C=CC=CC=1.CC(OC(/N=N/C(OC(C)C)=O)=O)C.[CH2:34]([O:41][C:42](=[O:72])[C@@H:43]([NH:53][C:54]([C:56]1([CH:69](O)[CH3:70])[CH2:60][CH2:59][CH:58]([CH3:61])[N:57]1[C:62]([O:64][C:65]([CH3:68])([CH3:67])[CH3:66])=[O:63])=[O:55])[CH2:44][O:45][CH2:46][C:47]1[CH:52]=[CH:51][CH:50]=[CH:49][CH:48]=1)[C:35]1[CH:40]=[CH:39][CH:38]=[CH:37][CH:36]=1. (2) Given the product [F:18][C:15]1[CH:14]=[CH:13][C:12]([CH:10]([OH:11])[CH:9]([C:19]2[CH:20]=[CH:21][CH:22]=[CH:23][CH:24]=2)[CH2:8][NH:7][CH3:6])=[CH:17][CH:16]=1, predict the reactants needed to synthesize it. The reactants are: C(O[C:6](=O)[NH:7][CH2:8][CH:9]([C:19]1[CH:24]=[CH:23][CH:22]=[CH:21][CH:20]=1)[CH:10]([C:12]1[CH:17]=[CH:16][C:15]([F:18])=[CH:14][CH:13]=1)[OH:11])(C)(C)C.[H-].[H-].[H-].[H-].[Li+].[Al+3]. (3) Given the product [N:22]1[CH:23]=[CH:24][CH:25]=[C:20]([C:16]2[S:15][C:19]([C:2]3[N:7]=[C:6]([S:8]([NH:11][C:12](=[O:14])[CH3:13])(=[O:10])=[O:9])[CH:5]=[CH:4][CH:3]=3)=[CH:18][N:17]=2)[CH:21]=1, predict the reactants needed to synthesize it. The reactants are: Br[C:2]1[N:7]=[C:6]([S:8]([NH:11][C:12](=[O:14])[CH3:13])(=[O:10])=[O:9])[CH:5]=[CH:4][CH:3]=1.[S:15]1[CH:19]=[CH:18][N:17]=[C:16]1[C:20]1[CH:21]=[N:22][CH:23]=[CH:24][CH:25]=1.C(=O)([O-])[O-].[Cs+].[Cs+]. (4) Given the product [F:24][C:18]1[CH:37]=[CH:33][CH:34]=[CH:21][C:19]=1[CH2:20][N:14]1[C:15]2[C:11](=[CH:10][C:9]([O:8][CH2:1][C:2]3[CH:3]=[CH:4][CH:5]=[CH:6][CH:7]=3)=[CH:17][CH:16]=2)[CH:12]=[CH:13]1, predict the reactants needed to synthesize it. The reactants are: [CH2:1]([O:8][C:9]1[CH:10]=[C:11]2[C:15](=[CH:16][CH:17]=1)[NH:14][CH:13]=[CH:12]2)[C:2]1[CH:7]=[CH:6][CH:5]=[CH:4][CH:3]=1.[CH3:18][C:19]([O-])([CH3:21])[CH3:20].[K+].[F:24]C1C=C(C=CC=1)CBr.[CH2:33]1[CH2:37]OC[CH2:34]1. (5) Given the product [CH3:35][C:2]([CH3:1])([CH3:36])[C:3]#[C:4][C:5]1[S:9][C:8]([C:10]([OH:12])=[O:11])=[C:7]([N:14]([C:26]([C@H:28]2[CH2:29][CH2:30][C@H:31]([CH3:34])[CH2:32][CH2:33]2)=[O:27])[C@@H:15]([C:18]([N:20]2[CH2:21][CH2:22][O:23][CH2:24][CH2:25]2)=[O:19])[CH2:16][CH3:17])[CH:6]=1, predict the reactants needed to synthesize it. The reactants are: [CH3:1][C:2]([CH3:36])([CH3:35])[C:3]#[C:4][C:5]1[S:9][C:8]([C:10]([O:12]C)=[O:11])=[C:7]([N:14]([C:26]([C@H:28]2[CH2:33][CH2:32][C@H:31]([CH3:34])[CH2:30][CH2:29]2)=[O:27])[C@@H:15]([C:18]([N:20]2[CH2:25][CH2:24][O:23][CH2:22][CH2:21]2)=[O:19])[CH2:16][CH3:17])[CH:6]=1.O[Li].O.Cl. (6) Given the product [Br:20][CH:17]([C:14]1[CH:15]=[CH:16][C:11]([C:8]2[CH:9]=[C:10]3[C:5]([CH:4]=[CH:3][CH:2]=[N:1]3)=[CH:6][CH:7]=2)=[CH:12][CH:13]=1)[C:18]#[N:19], predict the reactants needed to synthesize it. The reactants are: [N:1]1[C:10]2[C:5](=[CH:6][CH:7]=[C:8]([C:11]3[CH:16]=[CH:15][C:14]([CH2:17][C:18]#[N:19])=[CH:13][CH:12]=3)[CH:9]=2)[CH:4]=[CH:3][CH:2]=1.[Br:20]N1C(=O)CCC1=O.N(C(C)(C)C#N)=NC(C)(C)C#N. (7) Given the product [CH3:4][C:2]([O:5][C:6]([N:8]1[CH2:13][CH2:12][CH:11]([OH:14])[CH:10]([NH2:15])[CH2:9]1)=[O:7])([CH3:1])[CH3:3], predict the reactants needed to synthesize it. The reactants are: [CH3:1][C:2]([O:5][C:6]([N:8]1[CH2:13][CH2:12][CH:11]([OH:14])[CH:10]([N:15]=[N+]=[N-])[CH2:9]1)=[O:7])([CH3:4])[CH3:3].